Dataset: Merck oncology drug combination screen with 23,052 pairs across 39 cell lines. Task: Regression. Given two drug SMILES strings and cell line genomic features, predict the synergy score measuring deviation from expected non-interaction effect. (1) Drug 1: O=S1(=O)NC2(CN1CC(F)(F)F)C1CCC2Cc2cc(C=CCN3CCC(C(F)(F)F)CC3)ccc2C1. Drug 2: COc1cccc2c1C(=O)c1c(O)c3c(c(O)c1C2=O)CC(O)(C(=O)CO)CC3OC1CC(N)C(O)C(C)O1. Cell line: VCAP. Synergy scores: synergy=2.99. (2) Synergy scores: synergy=9.36. Drug 2: CCN(CC)CCNC(=O)c1c(C)[nH]c(C=C2C(=O)Nc3ccc(F)cc32)c1C. Drug 1: CN(C)C(=N)N=C(N)N. Cell line: HCT116. (3) Synergy scores: synergy=9.99. Drug 2: CNC(=O)c1cc(Oc2ccc(NC(=O)Nc3ccc(Cl)c(C(F)(F)F)c3)cc2)ccn1. Cell line: T47D. Drug 1: CN(C)C(=N)N=C(N)N. (4) Drug 1: NC1(c2ccc(-c3nc4ccn5c(=O)[nH]nc5c4cc3-c3ccccc3)cc2)CCC1. Drug 2: C#Cc1cccc(Nc2ncnc3cc(OCCOC)c(OCCOC)cc23)c1. Cell line: T47D. Synergy scores: synergy=-3.96.